This data is from NCI-60 drug combinations with 297,098 pairs across 59 cell lines. The task is: Regression. Given two drug SMILES strings and cell line genomic features, predict the synergy score measuring deviation from expected non-interaction effect. (1) Drug 1: CN(C)N=NC1=C(NC=N1)C(=O)N. Synergy scores: CSS=5.75, Synergy_ZIP=-4.30, Synergy_Bliss=-1.51, Synergy_Loewe=-4.79, Synergy_HSA=-1.06. Drug 2: CC1=C(N=C(N=C1N)C(CC(=O)N)NCC(C(=O)N)N)C(=O)NC(C(C2=CN=CN2)OC3C(C(C(C(O3)CO)O)O)OC4C(C(C(C(O4)CO)O)OC(=O)N)O)C(=O)NC(C)C(C(C)C(=O)NC(C(C)O)C(=O)NCCC5=NC(=CS5)C6=NC(=CS6)C(=O)NCCC[S+](C)C)O. Cell line: NCI-H522. (2) Drug 1: C1=CC(=C2C(=C1NCCNCCO)C(=O)C3=C(C=CC(=C3C2=O)O)O)NCCNCCO. Drug 2: COCCOC1=C(C=C2C(=C1)C(=NC=N2)NC3=CC=CC(=C3)C#C)OCCOC.Cl. Cell line: MCF7. Synergy scores: CSS=44.0, Synergy_ZIP=7.75, Synergy_Bliss=7.50, Synergy_Loewe=3.69, Synergy_HSA=8.20.